From a dataset of Peptide-MHC class I binding affinity with 185,985 pairs from IEDB/IMGT. Regression. Given a peptide amino acid sequence and an MHC pseudo amino acid sequence, predict their binding affinity value. This is MHC class I binding data. (1) The peptide sequence is VGNPYVKF. The MHC is Mamu-B52 with pseudo-sequence Mamu-B52. The binding affinity (normalized) is 0.784. (2) The peptide sequence is AENLKVTVY. The MHC is Mamu-A11 with pseudo-sequence Mamu-A11. The binding affinity (normalized) is 0.356. (3) The peptide sequence is GQISVQPTF. The MHC is HLA-A23:01 with pseudo-sequence HLA-A23:01. The binding affinity (normalized) is 0.214. (4) The peptide sequence is LYSILSPFLP. The MHC is HLA-A68:01 with pseudo-sequence HLA-A68:01. The binding affinity (normalized) is 0.0652.